From a dataset of NCI-60 drug combinations with 297,098 pairs across 59 cell lines. Regression. Given two drug SMILES strings and cell line genomic features, predict the synergy score measuring deviation from expected non-interaction effect. (1) Drug 1: CN1C2=C(C=C(C=C2)N(CCCl)CCCl)N=C1CCCC(=O)O.Cl. Drug 2: CC1C(C(CC(O1)OC2CC(CC3=C2C(=C4C(=C3O)C(=O)C5=CC=CC=C5C4=O)O)(C(=O)C)O)N)O. Cell line: 786-0. Synergy scores: CSS=32.8, Synergy_ZIP=-1.45, Synergy_Bliss=-3.88, Synergy_Loewe=-18.3, Synergy_HSA=-3.11. (2) Synergy scores: CSS=10.4, Synergy_ZIP=-3.19, Synergy_Bliss=-0.338, Synergy_Loewe=-0.778, Synergy_HSA=-0.925. Cell line: NCI-H226. Drug 2: CCC1(CC2CC(C3=C(CCN(C2)C1)C4=CC=CC=C4N3)(C5=C(C=C6C(=C5)C78CCN9C7C(C=CC9)(C(C(C8N6C)(C(=O)OC)O)OC(=O)C)CC)OC)C(=O)OC)O.OS(=O)(=O)O. Drug 1: C1CN1C2=NC(=NC(=N2)N3CC3)N4CC4. (3) Drug 1: CN1C2=C(C=C(C=C2)N(CCCl)CCCl)N=C1CCCC(=O)O.Cl. Drug 2: B(C(CC(C)C)NC(=O)C(CC1=CC=CC=C1)NC(=O)C2=NC=CN=C2)(O)O. Cell line: NCI-H322M. Synergy scores: CSS=35.6, Synergy_ZIP=2.22, Synergy_Bliss=3.43, Synergy_Loewe=-37.3, Synergy_HSA=2.30. (4) Drug 1: CCCCCOC(=O)NC1=NC(=O)N(C=C1F)C2C(C(C(O2)C)O)O. Cell line: HCT116. Synergy scores: CSS=23.8, Synergy_ZIP=-0.302, Synergy_Bliss=4.30, Synergy_Loewe=8.51, Synergy_HSA=6.46. Drug 2: CS(=O)(=O)OCCCCOS(=O)(=O)C. (5) Drug 1: CC1OCC2C(O1)C(C(C(O2)OC3C4COC(=O)C4C(C5=CC6=C(C=C35)OCO6)C7=CC(=C(C(=C7)OC)O)OC)O)O. Drug 2: C1=CC(=CC=C1C#N)C(C2=CC=C(C=C2)C#N)N3C=NC=N3. Cell line: KM12. Synergy scores: CSS=15.5, Synergy_ZIP=-9.45, Synergy_Bliss=-8.41, Synergy_Loewe=-5.92, Synergy_HSA=-2.58.